This data is from Forward reaction prediction with 1.9M reactions from USPTO patents (1976-2016). The task is: Predict the product of the given reaction. (1) Given the reactants [NH2:1][CH2:2][CH2:3][CH2:4][C@@H:5]1[N:10]2[C:11]3[C:20]4[C:15](=[CH:16][CH:17]=[CH:18][CH:19]=4)[N:14]=[C:13]([NH2:21])[C:12]=3[N:22]=[C:9]2[CH2:8][O:7][CH2:6]1.C(N(CC)CC)C.[C:30](Cl)(=[O:34])[CH:31]([CH3:33])[CH3:32], predict the reaction product. The product is: [NH2:21][C:13]1[C:12]2[N:22]=[C:9]3[CH2:8][O:7][CH2:6][C@H:5]([CH2:4][CH2:3][CH2:2][NH:1][C:30](=[O:34])[CH:31]([CH3:33])[CH3:32])[N:10]3[C:11]=2[C:20]2[C:15](=[CH:16][CH:17]=[CH:18][CH:19]=2)[N:14]=1. (2) Given the reactants I[C:2]1[C:10]2[CH:9]=[C:8]([O:11][CH2:12][C:13]3[CH:18]=[CH:17][C:16]([O:19][CH:20]([CH3:22])[CH3:21])=[C:15]([C:23]([F:26])([F:25])[F:24])[CH:14]=3)[CH:7]=[CH:6][C:5]=2[N:4]2[CH2:27][CH2:28][CH:29]([CH2:30][C:31]([O:33][C:34]([CH3:37])([CH3:36])[CH3:35])=[O:32])[C:3]=12.[CH3:38][Zn]C, predict the reaction product. The product is: [CH:20]([O:19][C:16]1[CH:17]=[CH:18][C:13]([CH2:12][O:11][C:8]2[CH:7]=[CH:6][C:5]3[N:4]4[CH2:27][CH2:28][CH:29]([CH2:30][C:31]([O:33][C:34]([CH3:35])([CH3:36])[CH3:37])=[O:32])[C:3]4=[C:2]([CH3:38])[C:10]=3[CH:9]=2)=[CH:14][C:15]=1[C:23]([F:26])([F:24])[F:25])([CH3:21])[CH3:22]. (3) Given the reactants C[O:2][C:3]1[CH:8]=[CH:7][C:6]([C:9]([F:12])([F:11])[F:10])=[CH:5][C:4]=1[C:13]1[CH2:17][CH2:16][CH2:15][C:14]=1[C:18]1[N:23]=[C:22]([C:24]([OH:26])=[O:25])[CH:21]=[N:20][CH:19]=1.C[S-].[Na+].CN(C=O)C, predict the reaction product. The product is: [OH:2][C:3]1[CH:8]=[CH:7][C:6]([C:9]([F:10])([F:11])[F:12])=[CH:5][C:4]=1[C:13]1[CH2:17][CH2:16][CH2:15][C:14]=1[C:18]1[N:23]=[C:22]([C:24]([OH:26])=[O:25])[CH:21]=[N:20][CH:19]=1. (4) Given the reactants [C:1]1([CH:6]=[O:7])([CH:4]=O)[CH2:3][CH2:2]1.O.C1(C)C=CC(S(O)(=O)=O)=CC=1.[CH2:20]([OH:22])[CH3:21].C([O-])([O-])O[CH2:25][CH3:26].C(=O)(O)[O-].[Na+].[C:34]1([C@@H:40]([NH2:42])[CH3:41])[CH:39]=[CH:38][CH:37]=[CH:36][CH:35]=1.[C-:43]#[N:44].[K+].S(=O)(O)[O-].[Na+], predict the reaction product. The product is: [CH2:20]([O:22][CH:6]([O:7][CH2:25][CH3:26])[C:1]1([C@H:4]([NH:42][C@H:40]([C:34]2[CH:39]=[CH:38][CH:37]=[CH:36][CH:35]=2)[CH3:41])[C:43]#[N:44])[CH2:2][CH2:3]1)[CH3:21]. (5) Given the reactants [F-].C([N+](CCCC)(CCCC)CCCC)CCC.[CH2:19]([N:21]([CH2:29][C:30]1[N:31]=[C:32]2[S:39][C:38]([CH3:40])=[C:37]([CH:41]=[O:42])[N:33]2[C:34](=[O:36])[CH:35]=1)[C:22]1[CH:27]=[CH:26][C:25]([F:28])=[CH:24][CH:23]=1)[CH3:20].C[Si](C)(C)[C:45]([F:48])([F:47])[F:46], predict the reaction product. The product is: [CH2:19]([N:21]([CH2:29][C:30]1[N:31]=[C:32]2[S:39][C:38]([CH3:40])=[C:37]([CH:41]([OH:42])[C:45]([F:48])([F:47])[F:46])[N:33]2[C:34](=[O:36])[CH:35]=1)[C:22]1[CH:23]=[CH:24][C:25]([F:28])=[CH:26][CH:27]=1)[CH3:20].